From a dataset of Catalyst prediction with 721,799 reactions and 888 catalyst types from USPTO. Predict which catalyst facilitates the given reaction. Reactant: [Cl:1][C:2]1[CH:7]=[CH:6][C:5]([N:8]=[C:9]=[O:10])=[CH:4][C:3]=1[C:11]([F:14])([F:13])[F:12].[NH2:15][C:16]1[CH:33]=[CH:32][C:19]([O:20][C:21]2[CH:26]=[CH:25][N:24]=[C:23]([NH:27][CH2:28][CH2:29][CH2:30][OH:31])[N:22]=2)=[CH:18][CH:17]=1. Product: [Cl:1][C:2]1[CH:7]=[CH:6][C:5]([NH:8][C:9]([NH:15][C:16]2[CH:17]=[CH:18][C:19]([O:20][C:21]3[CH:26]=[CH:25][N:24]=[C:23]([NH:27][CH2:28][CH2:29][CH2:30][OH:31])[N:22]=3)=[CH:32][CH:33]=2)=[O:10])=[CH:4][C:3]=1[C:11]([F:12])([F:13])[F:14]. The catalyst class is: 1.